From a dataset of Reaction yield outcomes from USPTO patents with 853,638 reactions. Predict the reaction yield, written as a fraction of the theoretical maximum amount of product (1.0 means a 100% yield; for example, 0.34 means a 34% yield). (1) The reactants are [C:1]([O:5][C:6](=[O:20])[N:7]([CH2:11][C:12]1[CH:17]=[C:16]([Br:18])[CH:15]=[CH:14][C:13]=1[OH:19])[CH2:8][CH2:9]O)([CH3:4])([CH3:3])[CH3:2].C1(P(C2C=CC=CC=2)C2C=CC=CC=2)C=CC=CC=1.N(C(OC(C)C)=O)=NC(OC(C)C)=O. The catalyst is C(Cl)Cl. The product is [Br:18][C:16]1[CH:15]=[CH:14][C:13]2[O:19][CH2:9][CH2:8][N:7]([C:6]([O:5][C:1]([CH3:4])([CH3:3])[CH3:2])=[O:20])[CH2:11][C:12]=2[CH:17]=1. The yield is 0.530. (2) The catalyst is C1COCC1.CCOCC.CCCCCC. The product is [OH:14][C:15]1[CH:20]=[CH:19][C:18]([CH:21]2[CH2:26][CH2:25][C:24](=[CH:5][C:3]([O:2][CH3:1])=[O:4])[CH2:23][CH2:22]2)=[CH:17][CH:16]=1. The reactants are [CH3:1][O:2][C:3]([CH2:5]P(OC)(OC)=O)=[O:4].[H-].[Na+].[OH:14][C:15]1[CH:20]=[CH:19][C:18]([CH:21]2[CH2:26][CH2:25][C:24](=O)[CH2:23][CH2:22]2)=[CH:17][CH:16]=1.P(CC([O-])=O)(O)(O)=O.NC(N)=N. The yield is 0.940. (3) The reactants are S(O[CH2:6][C:7]1[CH:12]=[C:11]([O:13][C:14]([F:17])([F:16])[F:15])[CH:10]=[C:9]([Cl:18])[CH:8]=1)(=O)(=O)C.[C-:19]#[N:20].[Na+]. The catalyst is CS(C)=O. The product is [Cl:18][C:9]1[CH:8]=[C:7]([CH:12]=[C:11]([O:13][C:14]([F:17])([F:16])[F:15])[CH:10]=1)[CH2:6][C:19]#[N:20]. The yield is 1.00. (4) The reactants are [CH3:1][S:2]([C:5]1[CH:12]=[CH:11][C:8]([CH:9]=O)=[CH:7][CH:6]=1)(=[O:4])=[O:3].C(O)(=O)[CH2:14][C:15]([OH:17])=[O:16]. The catalyst is CCO.N1C=CC=CC=1. The product is [CH3:1][S:2]([C:5]1[CH:12]=[CH:11][C:8]([CH:9]=[CH:14][C:15]([OH:17])=[O:16])=[CH:7][CH:6]=1)(=[O:4])=[O:3]. The yield is 0.510. (5) The reactants are Br[C:2]1[C:7](=[O:8])[N:6]([CH2:9][C:10]2[CH:15]=[CH:14][C:13]([C:16]3[C:17]([C:22]#[N:23])=[CH:18][CH:19]=[CH:20][CH:21]=3)=[CH:12][CH:11]=2)[C:5]([CH2:24][CH2:25][CH3:26])=[N:4][C:3]=1[CH2:27][CH3:28].[CH2:29]([O:32][C:33]1[CH:38]=[CH:37][C:36](B(O)O)=[CH:35][CH:34]=1)[CH2:30][CH3:31].C(=O)([O-])[O-].[Cs+].[Cs+]. The catalyst is O1CCOCC1.C(OCC)(=O)C.C1C=CC(P(C2C=CC=CC=2)[C-]2C=CC=C2)=CC=1.C1C=CC(P(C2C=CC=CC=2)[C-]2C=CC=C2)=CC=1.Cl[Pd]Cl.[Fe+2]. The product is [CH2:27]([C:3]1[N:4]=[C:5]([CH2:24][CH2:25][CH3:26])[N:6]([CH2:9][C:10]2[CH:11]=[CH:12][C:13]([C:16]3[C:17]([C:22]#[N:23])=[CH:18][CH:19]=[CH:20][CH:21]=3)=[CH:14][CH:15]=2)[C:7](=[O:8])[C:2]=1[C:36]1[CH:37]=[CH:38][C:33]([O:32][CH2:29][CH2:30][CH3:31])=[CH:34][CH:35]=1)[CH3:28]. The yield is 0.930. (6) The reactants are [CH3:1][CH:2]([N:4]1[C:12](/[CH:13]=[CH:14]/[C@H:15]([OH:24])[CH2:16][C@H:17]([OH:23])[CH2:18][C:19]([O:21]C)=[O:20])=[C:11]([C:25]2[CH:30]=[CH:29][C:28]([F:31])=[CH:27][CH:26]=2)[C:10]2[C:5]1=[CH:6][CH:7]=[CH:8][CH:9]=2)[CH3:3].[OH-].[Na+:33]. The catalyst is O. The product is [CH3:3][CH:2]([N:4]1[C:12](/[CH:13]=[CH:14]/[CH:15]([OH:24])[CH2:16][CH:17]([OH:23])[CH2:18][C:19]([O-:21])=[O:20])=[C:11]([C:25]2[CH:26]=[CH:27][C:28]([F:31])=[CH:29][CH:30]=2)[C:10]2[CH:9]=[CH:8][CH:7]=[CH:6][C:5]1=2)[CH3:1].[Na+:33]. The yield is 0.120. (7) The reactants are [F:1][C:2]1[CH:7]=[CH:6][CH:5]=[C:4]([F:8])[C:3]=1[C:9]1[CH:18]=[CH:17][C:16]2[C:11](=[CH:12][CH:13]=[C:14]([O:19]C)[CH:15]=2)[C:10]=1[C:21]([C:23]1[CH:28]=[CH:27][C:26]([O:29][CH2:30][CH2:31][N:32]2[CH2:37][CH2:36][CH2:35][CH2:34][CH2:33]2)=[CH:25][CH:24]=1)=[O:22].B(Br)(Br)Br.C(Cl)(Cl)Cl.C(O)(C)C.C(=O)(O)[O-].[Na+]. The catalyst is C(Cl)Cl. The product is [F:8][C:4]1[CH:5]=[CH:6][CH:7]=[C:2]([F:1])[C:3]=1[C:9]1[CH:18]=[CH:17][C:16]2[C:11](=[CH:12][CH:13]=[C:14]([OH:19])[CH:15]=2)[C:10]=1[C:21]([C:23]1[CH:28]=[CH:27][C:26]([O:29][CH2:30][CH2:31][N:32]2[CH2:33][CH2:34][CH2:35][CH2:36][CH2:37]2)=[CH:25][CH:24]=1)=[O:22]. The yield is 0.440.